This data is from Reaction yield outcomes from USPTO patents with 853,638 reactions. The task is: Predict the reaction yield, written as a fraction of the theoretical maximum amount of product (1.0 means a 100% yield; for example, 0.34 means a 34% yield). The reactants are [Cl:1][C:2]1[CH:7]=[CH:6][C:5]([CH:8]2[CH2:13][CH:12]([OH:14])[CH2:11][CH2:10][O:9]2)=[CH:4][CH:3]=1.CCN(C(C)C)C(C)C.[CH3:24][S:25](Cl)(=[O:27])=[O:26]. The catalyst is C(Cl)Cl. The product is [CH3:24][S:25]([O:14][CH:12]1[CH2:11][CH2:10][O:9][CH:8]([C:5]2[CH:6]=[CH:7][C:2]([Cl:1])=[CH:3][CH:4]=2)[CH2:13]1)(=[O:27])=[O:26]. The yield is 0.900.